Predict which catalyst facilitates the given reaction. From a dataset of Catalyst prediction with 721,799 reactions and 888 catalyst types from USPTO. (1) The catalyst class is: 4. Product: [CH2:1]([O:8][C:9]([C@H:11]1[CH2:16][CH2:15][NH:14][CH2:13][C@H:12]1[C:24]([O:26][CH3:27])=[O:25])=[O:10])[C:2]1[CH:7]=[CH:6][CH:5]=[CH:4][CH:3]=1. Reactant: [CH2:1]([O:8][C:9]([C@H:11]1[CH2:16][CH2:15][N:14](C(OC(C)(C)C)=O)[CH2:13][C@H:12]1[C:24]([O:26][CH3:27])=[O:25])=[O:10])[C:2]1[CH:7]=[CH:6][CH:5]=[CH:4][CH:3]=1.C(O)(C(F)(F)F)=O. (2) Reactant: [CH3:1][C:2]1[NH:3][C:4]2[CH2:5][C:6]([CH3:21])([CH3:20])[CH2:7][C:8](=[O:19])[C:9]=2[C:10]=1[S:11][C:12]1[CH:17]=[CH:16][C:15]([CH3:18])=[CH:14][CH:13]=1.Br[CH2:23][C:24]([O:26][CH2:27][CH3:28])=[O:25].[H-].[Na+]. Product: [CH3:1][C:2]1[N:3]([CH2:23][C:24]([O:26][CH2:27][CH3:28])=[O:25])[C:4]2[CH2:5][C:6]([CH3:21])([CH3:20])[CH2:7][C:8](=[O:19])[C:9]=2[C:10]=1[S:11][C:12]1[CH:13]=[CH:14][C:15]([CH3:18])=[CH:16][CH:17]=1. The catalyst class is: 9. (3) Reactant: [CH2:1]([O:3][C:4]([CH:6]1[CH2:11][CH2:10][CH2:9][CH2:8][CH:7]1NCCC(C)C)=[O:5])[CH3:2].CS(NC1C=CC2NC(CC(O)=O)=NS(=O)(=O)C=2C=1)(=O)=O.C1(N=C=NC2CCCCC2)CCCCC1. Product: [CH2:1]([O:3][C:4]([CH:6]1[CH2:11][CH2:10][CH2:9][CH2:8][CH2:7]1)=[O:5])[CH3:2]. The catalyst class is: 204. (4) Reactant: [NH2:1][C:2]1[C:3]([CH3:28])=[N:4][C:5]([O:9][CH2:10][C:11]([N:13]([CH:15]2[CH2:20][CH2:19][N:18]([CH2:21][C:22]3[CH:27]=[CH:26][CH:25]=[CH:24][CH:23]=3)[CH2:17][CH2:16]2)[CH3:14])=[O:12])=[N:6][C:7]=1[CH3:8].[BrH:29]. Product: [BrH:29].[NH2:1][C:2]1[C:7]([CH3:8])=[N:6][C:5]([O:9][CH2:10][C:11]([N:13]([CH:15]2[CH2:20][CH2:19][N:18]([CH2:21][C:22]3[CH:23]=[CH:24][CH:25]=[CH:26][CH:27]=3)[CH2:17][CH2:16]2)[CH3:14])=[O:12])=[N:4][C:3]=1[CH3:28]. The catalyst class is: 5.